Dataset: Peptide-MHC class II binding affinity with 134,281 pairs from IEDB. Task: Regression. Given a peptide amino acid sequence and an MHC pseudo amino acid sequence, predict their binding affinity value. This is MHC class II binding data. The peptide sequence is GELQIVDKIDAAFVI. The MHC is DRB1_0101 with pseudo-sequence DRB1_0101. The binding affinity (normalized) is 0.643.